This data is from Reaction yield outcomes from USPTO patents with 853,638 reactions. The task is: Predict the reaction yield, written as a fraction of the theoretical maximum amount of product (1.0 means a 100% yield; for example, 0.34 means a 34% yield). (1) The reactants are Cl[C:2]1[CH:7]=[N:6][CH:5]=[CH:4][N:3]=1.C([O-])([O-])=O.[K+].[K+].[CH2:14]([SH:21])[C:15]1[CH:20]=[CH:19][CH:18]=[CH:17][CH:16]=1. The catalyst is CS(C)=O. The product is [CH2:14]([S:21][C:2]1[CH:7]=[N:6][CH:5]=[CH:4][N:3]=1)[C:15]1[CH:20]=[CH:19][CH:18]=[CH:17][CH:16]=1. The yield is 0.450. (2) The catalyst is C(#N)C.O. The yield is 0.460. The product is [CH3:1][O:2][C:3](=[O:31])[CH:4]([O:5][C:6]([CH3:9])([CH3:8])[CH3:7])[C:10]1[C:15]([CH3:16])=[CH:14][C:13]([I:48])=[C:12]([CH:18]2[CH2:20][CH2:19]2)[C:11]=1[C:21]1[CH:22]=[C:23]2[C:28](=[CH:29][CH:30]=1)[O:27][CH2:26][CH2:25][CH2:24]2. The reactants are [CH3:1][O:2][C:3](=[O:31])[CH:4]([C:10]1[C:15]([CH3:16])=[CH:14][C:13](N)=[C:12]([CH:18]2[CH2:20][CH2:19]2)[C:11]=1[C:21]1[CH:22]=[C:23]2[C:28](=[CH:29][CH:30]=1)[O:27][CH2:26][CH2:25][CH2:24]2)[O:5][C:6]([CH3:9])([CH3:8])[CH3:7].O.C1(C)C=CC(S(O)(=O)=O)=CC=1.N([O-])=O.[Na+].[I-:48].[K+]. (3) The yield is 0.950. The product is [N+:1]([C:4]1[C:12]([NH2:13])=[CH:11][CH:10]=[C:9]2[C:5]=1[CH2:6][CH2:7][CH2:8]2)([O-:3])=[O:2]. The catalyst is Cl.O. The reactants are [N+:1]([C:4]1[C:12]([NH:13]C(=O)C)=[CH:11][CH:10]=[C:9]2[C:5]=1[CH2:6][CH2:7][CH2:8]2)([O-:3])=[O:2]. (4) The reactants are [OH:1][CH2:2][C:3]([CH3:22])([CH3:21])[CH2:4][CH2:5][CH2:6][C:7](=[O:20])[CH2:8][CH2:9][CH2:10][CH2:11][C:12]([CH3:19])([CH3:18])[C:13]([O:15][CH2:16][CH3:17])=[O:14].[Cr](O[Cr]([O-])(=O)=O)([O-])(=O)=[O:24].[NH+]1C=CC=CC=1.[NH+]1C=CC=CC=1. The catalyst is CN(C=O)C.OS(O)(=O)=O.O. The product is [CH2:16]([O:15][C:13](=[O:14])[C:12]([CH3:19])([CH3:18])[CH2:11][CH2:10][CH2:9][CH2:8][C:7](=[O:20])[CH2:6][CH2:5][CH2:4][C:3]([CH3:21])([CH3:22])[C:2]([OH:24])=[O:1])[CH3:17]. The yield is 0.790. (5) The reactants are [OH:1][CH2:2][C@@H:3]([NH:7][C:8](=[O:14])[O:9][C:10]([CH3:13])([CH3:12])[CH3:11])[CH:4]([CH3:6])[CH3:5].[Cr](O[Cr]([O-])(=O)=O)([O-])(=O)=O.[NH+]1C=CC=CC=1.[NH+]1C=CC=CC=1. The catalyst is C(Cl)Cl. The product is [CH3:5][CH:4]([CH3:6])[C@H:3]([NH:7][C:8](=[O:14])[O:9][C:10]([CH3:13])([CH3:12])[CH3:11])[CH:2]=[O:1]. The yield is 0.337. (6) The reactants are FC(F)(F)S(O[C:7]1[C@@:11]2([CH3:28])[CH2:12][CH2:13][C@H:14]3[C@H:23]([C@@H:10]2[CH2:9][CH:8]=1)[CH2:22][CH:21]=[C:20]1[C@:15]3([CH3:27])[CH2:16][CH2:17][C:18](=[O:26])[N:19]1[CH2:24][CH3:25])(=O)=O.C([Sn](CCCC)(CCCC)[C:36]1[CH:41]=[CH:40][CH:39]=[CH:38][N:37]=1)CCC. The catalyst is CN(C=O)C.C1C=CC([P]([Pd]([P](C2C=CC=CC=2)(C2C=CC=CC=2)C2C=CC=CC=2)([P](C2C=CC=CC=2)(C2C=CC=CC=2)C2C=CC=CC=2)[P](C2C=CC=CC=2)(C2C=CC=CC=2)C2C=CC=CC=2)(C2C=CC=CC=2)C2C=CC=CC=2)=CC=1. The product is [CH2:24]([N:19]1[C:20]2[C@@:15]([CH3:27])([C@H:14]3[CH2:13][CH2:12][C@@:11]4([CH3:28])[C@@H:10]([CH2:9][CH:8]=[C:7]4[C:36]4[CH:41]=[CH:40][CH:39]=[CH:38][N:37]=4)[C@@H:23]3[CH2:22][CH:21]=2)[CH2:16][CH2:17][C:18]1=[O:26])[CH3:25]. The yield is 0.0300. (7) The reactants are Br[C:2]1[S:3][C:4]2[CH2:5][C:6]3[C:12]([C:13]4[CH:18]=[CH:17][C:16](OC)=[CH:15][CH:14]=4)=[N:11][N:10]([CH2:21][O:22][CH2:23][CH2:24][Si:25]([CH3:28])([CH3:27])[CH3:26])[C:7]=3[C:8]=2[CH:9]=1.CC1(C)C(C)(C)OB([C:37]2[CH:38]=[CH:39][C:40]([NH2:43])=[N:41][CH:42]=2)O1.[C:45]([O-:48])([O-])=O.[Na+].[Na+]. The catalyst is C1(C)C=CC=CC=1.C(O)C.Cl[Pd](Cl)([P](C1C=CC=CC=1)(C1C=CC=CC=1)C1C=CC=CC=1)[P](C1C=CC=CC=1)(C1C=CC=CC=1)C1C=CC=CC=1. The product is [N:10]1([C:16]2[CH:15]=[CH:14][C:13]([C:12]3[C:6]4[CH2:5][C:4]5[S:3][C:2]([C:37]6[CH:38]=[CH:39][C:40]([NH2:43])=[N:41][CH:42]=6)=[CH:9][C:8]=5[C:7]=4[N:10]([CH2:21][O:22][CH2:23][CH2:24][Si:25]([CH3:28])([CH3:26])[CH3:27])[N:11]=3)=[CH:18][CH:17]=2)[CH2:21][CH2:45][O:48][CH2:6][CH2:7]1. The yield is 0.740. (8) The reactants are [CH2:1]([O:8][C:9]1[C:10]([C:37]([O:39]C)=[O:38])=[N:11][C:12]([N:19]([CH3:36])[S:20]([CH2:23][CH2:24][CH2:25][CH2:26][CH2:27][NH:28][C:29]([O:31][C:32]([CH3:35])([CH3:34])[CH3:33])=[O:30])(=[O:22])=[O:21])=[C:13]2[C:18]=1[N:17]=[CH:16][CH:15]=[CH:14]2)[C:2]1[CH:7]=[CH:6][CH:5]=[CH:4][CH:3]=1.[OH-].[Na+].C(OCC)(=O)C.Cl. The yield is 0.940. The product is [CH2:1]([O:8][C:9]1[C:10]([C:37]([OH:39])=[O:38])=[N:11][C:12]([N:19]([CH3:36])[S:20]([CH2:23][CH2:24][CH2:25][CH2:26][CH2:27][NH:28][C:29]([O:31][C:32]([CH3:34])([CH3:35])[CH3:33])=[O:30])(=[O:21])=[O:22])=[C:13]2[C:18]=1[N:17]=[CH:16][CH:15]=[CH:14]2)[C:2]1[CH:3]=[CH:4][CH:5]=[CH:6][CH:7]=1. The catalyst is CO.O.